This data is from Full USPTO retrosynthesis dataset with 1.9M reactions from patents (1976-2016). The task is: Predict the reactants needed to synthesize the given product. (1) Given the product [ClH:1].[CH3:29][N:26]([CH3:27])[CH2:25][C@@H:24]([C:21]1[CH:22]=[CH:23][C:18]([C:5]2[C:6]3[C:7]4[CH:17]=[CH:16][S:15][C:8]=4[C:9](=[O:14])[NH:10][C:11]=3[CH:12]=[CH:13][C:4]=2[OH:3])=[CH:19][CH:20]=1)[CH3:28], predict the reactants needed to synthesize it. The reactants are: [ClH:1].C[O:3][C:4]1[CH:13]=[CH:12][C:11]2[NH:10][C:9](=[O:14])[C:8]3[S:15][CH:16]=[CH:17][C:7]=3[C:6]=2[C:5]=1[C:18]1[CH:23]=[CH:22][C:21]([C@@H:24]([CH3:28])[CH2:25][NH:26][CH3:27])=[CH:20][CH:19]=1.[CH2:29]=O. (2) Given the product [C:23]([O:22][P:16]([O:1][CH2:2][C:3]1[CH:4]=[C:5]([CH:10]=[CH:11][CH:12]=1)[C:6]([O:8][CH3:9])=[O:7])([O:17][C:18]([CH3:19])([CH3:20])[CH3:21])=[O:40])([CH3:24])([CH3:25])[CH3:26], predict the reactants needed to synthesize it. The reactants are: [OH:1][CH2:2][C:3]1[CH:4]=[C:5]([CH:10]=[CH:11][CH:12]=1)[C:6]([O:8][CH3:9])=[O:7].C(N(CC)[P:16]([O:22][C:23]([CH3:26])([CH3:25])[CH3:24])[O:17][C:18]([CH3:21])([CH3:20])[CH3:19])C.CC1NN=NN=1.ClC1C=C(C=CC=1)C(OO)=[O:40].